Dataset: Full USPTO retrosynthesis dataset with 1.9M reactions from patents (1976-2016). Task: Predict the reactants needed to synthesize the given product. (1) Given the product [CH:3]1([CH:9]([O:10][CH3:11])[C:19]([OH:20])=[O:15])[CH2:8][CH2:7][CH2:6][CH2:5][CH2:4]1, predict the reactants needed to synthesize it. The reactants are: [H-].[Na+].[CH:3]1([CH:9]=[O:10])[CH2:8][CH2:7][CH2:6][CH2:5][CH2:4]1.[CH:11](Cl)(Cl)Cl.[OH-:15].[Na+].C1C[O:20][CH2:19]C1. (2) Given the product [CH2:1]([O:2][C:3]([C:5]1[C:6](=[O:22])[O:7][CH:8]([C:16]2[CH:21]=[CH:20][CH:19]=[CH:18][CH:17]=2)[C:9]=1[C:10]1[CH:15]=[CH:14][CH:13]=[CH:12][CH:11]=1)=[O:4])[CH2:23][CH2:24][CH2:25][CH3:26], predict the reactants needed to synthesize it. The reactants are: [CH3:1][O:2][C:3]([C:5]1[C:6](=[O:22])[O:7][CH:8]([C:16]2[CH:21]=[CH:20][CH:19]=[CH:18][CH:17]=2)[C:9]=1[C:10]1[CH:15]=[CH:14][CH:13]=[CH:12][CH:11]=1)=[O:4].[CH2:23](O)[CH2:24][CH2:25][CH2:26]C.